Dataset: Forward reaction prediction with 1.9M reactions from USPTO patents (1976-2016). Task: Predict the product of the given reaction. (1) Given the reactants [CH2:1]([C:3]1[CH:8]=[CH:7][C:6]([C:9]([CH3:14])([CH3:13])[C:10]([OH:12])=[O:11])=[CH:5][CH:4]=1)[CH3:2].[I:15]N1C(=O)CCC1=O.S(=O)(=O)(O)O.S([O-])(O)=O.[Na+], predict the reaction product. The product is: [CH2:1]([C:3]1[CH:8]=[CH:7][C:6]([C:9]([CH3:13])([CH3:14])[C:10]([OH:12])=[O:11])=[CH:5][C:4]=1[I:15])[CH3:2]. (2) Given the reactants [F:1][C:2]1[CH:3]=[C:4]([CH2:9][OH:10])[CH:5]=[CH:6][C:7]=1[F:8].[H-].[Na+].C(OC([N:20]1[C:28]2[N:23]([C:24](=[O:30])[N:25]=[C:26](Cl)[CH:27]=2)[CH2:22][C@@H:21]1[CH3:31])=O)(C)(C)C, predict the reaction product. The product is: [F:1][C:2]1[CH:3]=[C:4]([CH:5]=[CH:6][C:7]=1[F:8])[CH2:9][O:10][C:26]1[CH:27]=[C:28]2[NH:20][C@@H:21]([CH3:31])[CH2:22][N:23]2[C:24](=[O:30])[N:25]=1.